From a dataset of HIV replication inhibition screening data with 41,000+ compounds from the AIDS Antiviral Screen. Binary Classification. Given a drug SMILES string, predict its activity (active/inactive) in a high-throughput screening assay against a specified biological target. The molecule is ClC(Cl)[Si]12OCCN(CCO1)CCO2. The result is 0 (inactive).